This data is from Catalyst prediction with 721,799 reactions and 888 catalyst types from USPTO. The task is: Predict which catalyst facilitates the given reaction. (1) Reactant: Cl.Cl.[C:3]([C:7]1[CH:12]=[CH:11][CH:10]=[CH:9][C:8]=1[N:13]1[CH2:18][CH2:17][NH:16][CH2:15][CH2:14]1)([CH3:6])([CH3:5])[CH3:4].C(N(CC)CC)C.[C:26](Cl)(=[O:28])[CH3:27].C(=O)([O-])O.[Na+]. Product: [C:26]([N:16]1[CH2:17][CH2:18][N:13]([C:8]2[CH:9]=[CH:10][CH:11]=[CH:12][C:7]=2[C:3]([CH3:6])([CH3:4])[CH3:5])[CH2:14][CH2:15]1)(=[O:28])[CH3:27]. The catalyst class is: 1. (2) Reactant: [CH3:1][O:2][C:3]1[CH:11]=[CH:10][CH:9]=[C:8]2[C:4]=1[C:5](=[O:16])[N:6]1[CH2:15][CH2:14][NH:13][CH2:12][CH:7]12.FC(F)(F)OC1C=CC=CC=1C(O)=O.[C:31](O[C:31]([O:33][C:34]([CH3:37])([CH3:36])[CH3:35])=[O:32])([O:33][C:34]([CH3:37])([CH3:36])[CH3:35])=[O:32]. Product: [C:34]([O:33][C:31]([N:13]1[CH2:14][CH2:15][N:6]2[C:5](=[O:16])[C:4]3[C:8]([CH:7]2[CH2:12]1)=[CH:9][CH:10]=[CH:11][C:3]=3[O:2][CH3:1])=[O:32])([CH3:37])([CH3:36])[CH3:35]. The catalyst class is: 7.